From a dataset of Catalyst prediction with 721,799 reactions and 888 catalyst types from USPTO. Predict which catalyst facilitates the given reaction. Reactant: Cl[C:2]([O:4][CH:5]([Cl:7])[CH3:6])=[O:3].[CH:8]1([OH:13])[CH2:12][CH2:11][CH2:10][CH2:9]1.N1C=CC=CC=1. The catalyst class is: 7. Product: [C:2](=[O:3])([O:13][CH:8]1[CH2:12][CH2:11][CH2:10][CH2:9]1)[O:4][CH:5]([Cl:7])[CH3:6].